Predict which catalyst facilitates the given reaction. From a dataset of Catalyst prediction with 721,799 reactions and 888 catalyst types from USPTO. (1) Reactant: [OH:1][C:2]1[C:3]([O:22][CH3:23])=[CH:4][C:5]2[NH:11][C:10](=[O:12])[CH2:9][N:8]=[C:7]([C:13]3[CH:14]=[C:15]([CH:18]=[CH:19][CH:20]=3)[C:16]#[N:17])[C:6]=2[CH:21]=1.[Br:24]N1C(=O)CCC1=O. Product: [Br:24][C:21]1[C:6]2[C:7]([C:13]3[CH:14]=[C:15]([CH:18]=[CH:19][CH:20]=3)[C:16]#[N:17])=[N:8][CH2:9][C:10](=[O:12])[NH:11][C:5]=2[CH:4]=[C:3]([O:22][CH3:23])[C:2]=1[OH:1]. The catalyst class is: 15. (2) Product: [CH:1]1([C:4]2[CH:12]=[CH:11][C:7]([C:8]([O:10][CH3:17])=[O:9])=[CH:6][C:5]=2[C:13](=[O:16])[CH2:14][CH3:15])[CH2:2][CH2:3]1. Reactant: [CH:1]1([C:4]2[CH:12]=[CH:11][C:7]([C:8]([OH:10])=[O:9])=[CH:6][C:5]=2[C:13](=[O:16])[CH2:14][CH3:15])[CH2:3][CH2:2]1.[C:17](=O)([O-])[O-].[K+].[K+].IC. The catalyst class is: 9. (3) Reactant: [C:1]([N:3]1[C:11]2[CH:10]=[CH:9][C:8]([CH3:12])=[CH:7][C:6]=2[C:5]2[CH2:13][N:14]([CH3:17])[CH2:15][CH2:16][C:4]1=2)#[CH:2].Br[C:19]1[N:23]([CH3:24])[CH:22]=[N:21][CH:20]=1.CCCC[N+](CCCC)(CCCC)CCCC.[F-].C(=O)(O)[O-]. Product: [CH3:17][N:14]1[CH2:15][CH2:16][C:4]2[N:3]([C:1]#[C:2][C:19]3[N:23]([CH3:24])[CH:22]=[N:21][CH:20]=3)[C:11]3[CH:10]=[CH:9][C:8]([CH3:12])=[CH:7][C:6]=3[C:5]=2[CH2:13]1. The catalyst class is: 189. (4) Reactant: OC(C(F)(F)F)=O.OC(C(F)(F)F)=O.[NH2:15][CH2:16][C:17]1[CH:22]=[CH:21][C:20]([C:23]2[CH:24]=[C:25]3[NH:31][C:30](=[O:32])[NH:29][C:26]3=[N:27][CH:28]=2)=[CH:19][CH:18]=1.[C:33]([C:35]1[CH:36]=[N:37][C:38](F)=[C:39]([CH:52]=1)[C:40]([NH:42][CH2:43][C:44]1[CH:49]=[CH:48][C:47]([F:50])=[C:46]([F:51])[CH:45]=1)=[O:41])#[N:34].CS(C)=O.C(N(CC)CC)C.C(=O)(O)[O-].[Na+]. Product: [C:33]([C:35]1[CH:36]=[N:37][C:38]([NH:15][CH2:16][C:17]2[CH:18]=[CH:19][C:20]([C:23]3[CH:24]=[C:25]4[NH:31][C:30](=[O:32])[NH:29][C:26]4=[N:27][CH:28]=3)=[CH:21][CH:22]=2)=[C:39]([CH:52]=1)[C:40]([NH:42][CH2:43][C:44]1[CH:49]=[CH:48][C:47]([F:50])=[C:46]([F:51])[CH:45]=1)=[O:41])#[N:34]. The catalyst class is: 13. (5) Reactant: Cl.Cl.[CH2:3]([C:7]1[N:8]=[N:9][C:10]([O:26][CH2:27][C:28]2([F:34])[CH2:33][CH2:32][NH:31][CH2:30][CH2:29]2)=[CH:11][C:12]=1[C:13]1[CH:18]=[CH:17][C:16]([O:19][CH:20]2[CH2:25][CH2:24][CH2:23][CH2:22][CH2:21]2)=[CH:15][CH:14]=1)[CH2:4][CH2:5][CH3:6].C=O.[C:37](O[BH-](OC(=O)C)OC(=O)C)(=O)C.[Na+]. Product: [CH2:3]([C:7]1[N:8]=[N:9][C:10]([O:26][CH2:27][C:28]2([F:34])[CH2:33][CH2:32][N:31]([CH3:37])[CH2:30][CH2:29]2)=[CH:11][C:12]=1[C:13]1[CH:14]=[CH:15][C:16]([O:19][CH:20]2[CH2:21][CH2:22][CH2:23][CH2:24][CH2:25]2)=[CH:17][CH:18]=1)[CH2:4][CH2:5][CH3:6]. The catalyst class is: 34. (6) Reactant: [Cl:1][C:2]1[CH:3]=[CH:4][C:5]2[N:11](CC3C=CC(OC)=CC=3OC)[C:10](=[O:23])[CH:9]([C:24]([O:26][CH:27]([CH3:29])[CH3:28])=[O:25])[CH2:8][CH:7]([C:30]3[CH:35]=[CH:34][CH:33]=[C:32]([O:36][CH3:37])[C:31]=3[O:38][CH3:39])[C:6]=2[CH:40]=1.[N+]([O-])(O)=O.[N+]([O-])(O)=O.[N+]([O-])(O)=O.[N+]([O-])(O)=O.[N+]([O-])(O)=O.[N+]([O-])(O)=O.[Ce].C(=O)(O)[O-].[Na+].C(OCC)(=O)C. Product: [Cl:1][C:2]1[CH:3]=[CH:4][C:5]2[NH:11][C:10](=[O:23])[CH:9]([C:24]([O:26][CH:27]([CH3:29])[CH3:28])=[O:25])[CH2:8][CH:7]([C:30]3[CH:35]=[CH:34][CH:33]=[C:32]([O:36][CH3:37])[C:31]=3[O:38][CH3:39])[C:6]=2[CH:40]=1. The catalyst class is: 21. (7) Reactant: [F:1][C:2]1[CH:7]=[C:6]([CH2:8][C:9](=[O:13])[CH:10]([CH3:12])[CH3:11])[CH:5]=[CH:4][N:3]=1.CO[CH:16](OC)[N:17]([CH3:19])[CH3:18]. Product: [CH3:16][N:17]([CH3:19])[CH:18]=[C:8]([C:6]1[CH:5]=[CH:4][N:3]=[C:2]([F:1])[CH:7]=1)[C:9](=[O:13])[CH:10]([CH3:11])[CH3:12]. The catalyst class is: 11.